Dataset: Forward reaction prediction with 1.9M reactions from USPTO patents (1976-2016). Task: Predict the product of the given reaction. (1) Given the reactants Br[CH2:2][C:3]([O:5][CH2:6][CH3:7])=[O:4].[CH:8]([NH2:12])([CH2:10][CH3:11])[CH3:9], predict the reaction product. The product is: [CH2:6]([O:5][C:3](=[O:4])[CH2:2][NH:12][CH:8]([CH2:10][CH3:11])[CH3:9])[CH3:7]. (2) Given the reactants CN([P+](ON1N=NC2C=CC=CC1=2)(N(C)C)N(C)C)C.F[P-](F)(F)(F)(F)F.[NH2:28][C:29]1[N:37]=[CH:36][CH:35]=[CH:34][C:30]=1[C:31]([OH:33])=O.Cl.[CH2:39]([C:43]1[CH:44]=[C:45]([CH:48]=[CH:49][CH:50]=1)[CH2:46][NH2:47])[CH:40]([CH3:42])[CH3:41].C(N(CC)CC)C, predict the reaction product. The product is: [CH2:39]([C:43]1[CH:44]=[C:45]([CH2:46][NH:47][C:31](=[O:33])[C:30]2[CH:34]=[CH:35][CH:36]=[N:37][C:29]=2[NH2:28])[CH:48]=[CH:49][CH:50]=1)[CH:40]([CH3:42])[CH3:41]. (3) The product is: [CH2:1]([O:3][C:4]([C:6]1[C:7]2[S:14][CH:13]=[C:12]([CH2:15][O:16][C:17]3[CH:22]=[CH:21][CH:20]=[C:19]([NH:23][C:24](=[O:33])[C:25]4[CH:30]=[CH:29][C:28]([O:31][CH3:32])=[CH:27][CH:26]=4)[CH:18]=3)[C:8]=2[CH:9]=[N:10][CH:11]=1)=[O:5])[CH3:2]. Given the reactants [CH2:1]([O:3][C:4]([C:6]1[C:7]2[S:14][CH:13]=[C:12]([CH2:15][O:16][C:17]3[CH:22]=[CH:21][CH:20]=[C:19]([NH2:23])[CH:18]=3)[C:8]=2[CH:9]=[N:10][CH:11]=1)=[O:5])[CH3:2].[C:24](Cl)(=[O:33])[C:25]1[CH:30]=[CH:29][C:28]([O:31][CH3:32])=[CH:27][CH:26]=1, predict the reaction product. (4) Given the reactants [F:1][C:2]1[CH:3]=[CH:4][C:5]([OH:18])=[C:6]([C:8]2[CH:17]=[CH:16][C:11]([C:12]([O:14]C)=[O:13])=[CH:10][N:9]=2)[CH:7]=1.[OH-].[Li+], predict the reaction product. The product is: [F:1][C:2]1[CH:3]=[CH:4][C:5]([OH:18])=[C:6]([C:8]2[CH:17]=[CH:16][C:11]([C:12]([OH:14])=[O:13])=[CH:10][N:9]=2)[CH:7]=1. (5) Given the reactants O=[CH:2][C@@H:3]([NH:6][C:7](=[O:23])[O:8][CH2:9][CH:10]1[C:22]2[CH:21]=[CH:20][CH:19]=[CH:18][C:17]=2[C:16]2[C:11]1=[CH:12][CH:13]=[CH:14][CH:15]=2)[CH:4]=[CH2:5].[CH3:24][O:25][C:26](=[O:33])[C@@H:27]([NH2:32])[CH2:28][CH:29]([CH3:31])[CH3:30].[BH-](OC(C)=O)(OC(C)=O)OC(C)=O.[Na+], predict the reaction product. The product is: [CH:12]1[C:11]2[CH:10]([CH2:9][O:8][C:7]([NH:6][C@@H:3]([CH:4]=[CH2:5])[CH2:2][NH:32][C@@H:27]([CH2:28][CH:29]([CH3:31])[CH3:30])[C:26]([O:25][CH3:24])=[O:33])=[O:23])[C:22]3[C:17](=[CH:18][CH:19]=[CH:20][CH:21]=3)[C:16]=2[CH:15]=[CH:14][CH:13]=1. (6) Given the reactants ClC(Cl)(Cl)[C:3]([C:5]1[N:14]2[C:8]([CH2:9][N:10]([C:19](=[O:29])[CH2:20][O:21][C:22]3[CH:27]=[CH:26][C:25]([Cl:28])=[CH:24][CH:23]=3)[C:11]3[CH:18]=[CH:17][CH:16]=[CH:15][C:12]=3[CH2:13]2)=[CH:7][CH:6]=1)=[O:4].[OH-:32].[Na+].Cl, predict the reaction product. The product is: [Cl:28][C:25]1[CH:26]=[CH:27][C:22]([O:21][CH2:20][C:19]([N:10]2[C:11]3[CH:18]=[CH:17][CH:16]=[CH:15][C:12]=3[CH2:13][N:14]3[C:5]([C:3]([OH:4])=[O:32])=[CH:6][CH:7]=[C:8]3[CH2:9]2)=[O:29])=[CH:23][CH:24]=1. (7) The product is: [CH2:1]([O:3][C:4]([N:6]1[CH2:26][CH2:27][C:28]([O:18][CH3:15])([O:21][CH3:19])[CH:29]([OH:13])[CH2:24]1)=[O:5])[CH3:2]. Given the reactants [CH2:1]([O:3][C:4]([N:6]1CCC(=O)CC1)=[O:5])[CH3:2].[OH-:13].[K+].[C:15]([OH:18])(=O)C.[C:19](O)(=[O:21])C.I[C:24]1[CH:29]=[CH:28][CH:27]=[CH:26]C=1, predict the reaction product. (8) Given the reactants [NH2:1][CH2:2][C:3]1[CH:12]=[CH:11][C:6]([C:7]([O:9][CH3:10])=[O:8])=[CH:5][CH:4]=1.C(C1(N[C:34]([CH:36](NC(N2CCOCC2)=O)CC(C)(C)C)=[O:35])CC(C2C=CC=CC=2)NC(C2C=CC=CC=2)C1)#N.C(C1(NC(C(NC(N2CCOCC2)=O)CC2CCCCC2)=O)CCN(C)CC1C)#N, predict the reaction product. The product is: [CH3:10][O:9][C:7](=[O:8])[C:6]1[CH:5]=[CH:4][C:3]([CH2:2][NH:1][C:34](=[O:35])[CH3:36])=[CH:12][CH:11]=1. (9) Given the reactants B.C1COCC1.[Br:7][C:8]1[CH:13]=[CH:12][CH:11]=[CH:10][C:9]=1[S:14]([C:17]([CH3:21])([CH3:20])[C:18]#[N:19])(=[O:16])=[O:15].Cl.[OH-].[Na+], predict the reaction product. The product is: [Br:7][C:8]1[CH:13]=[CH:12][CH:11]=[CH:10][C:9]=1[S:14]([C:17]([CH3:21])([CH3:20])[CH2:18][NH2:19])(=[O:16])=[O:15].